Dataset: Reaction yield outcomes from USPTO patents with 853,638 reactions. Task: Predict the reaction yield, written as a fraction of the theoretical maximum amount of product (1.0 means a 100% yield; for example, 0.34 means a 34% yield). (1) The reactants are [NH:1]([C:3]1[CH:8]=[CH:7][CH:6]=[CH:5][N:4]=1)[NH2:2].S(=O)(=O)(O)O.[CH3:14][C:15]([C:17]1[CH:18]=[CH:19][C:20]([OH:24])=[CH:21][C:22]=1[OH:23])=O. The catalyst is CO. The product is [N:4]1[CH:5]=[CH:6][CH:7]=[CH:8][C:3]=1[NH:1][N:2]=[C:15]([C:17]1[CH:18]=[CH:19][C:20]([OH:24])=[CH:21][C:22]=1[OH:23])[CH3:14]. The yield is 0.500. (2) The reactants are [N+:1]([C:4]1[CH:5]=[C:6]([C:11]([F:14])([F:13])[F:12])[C:7](O)=[N:8][CH:9]=1)([O-:3])=[O:2].O=S(Cl)[Cl:17]. The catalyst is CN(C=O)C. The product is [Cl:17][C:7]1[C:6]([C:11]([F:14])([F:13])[F:12])=[CH:5][C:4]([N+:1]([O-:3])=[O:2])=[CH:9][N:8]=1. The yield is 0.800. (3) The reactants are [Cl:1][C:2]1[CH:16]=[CH:15][C:5]([O:6][C:7]2[CH:8]=[C:9]([CH:12]=[CH:13][CH:14]=2)[CH:10]=[O:11])=[C:4]([N+:17]([O-:19])=[O:18])[CH:3]=1.[BH4-].[Na+]. The catalyst is C(O)C. The product is [Cl:1][C:2]1[CH:16]=[CH:15][C:5]([O:6][C:7]2[CH:8]=[C:9]([CH2:10][OH:11])[CH:12]=[CH:13][CH:14]=2)=[C:4]([N+:17]([O-:19])=[O:18])[CH:3]=1. The yield is 0.940. (4) The reactants are [CH2:1]([O:8][N:9]1[C:15](=[O:16])[N:14]2[CH2:17][C@H:10]1[CH2:11][CH2:12][C@H:13]2[C:18]([OH:20])=O)[C:2]1[CH:7]=[CH:6][CH:5]=[CH:4][CH:3]=1.[NH2:21][O:22][CH:23]1[CH2:28][CH2:27][N:26]([C:29]([O:31][C:32]([CH3:35])([CH3:34])[CH3:33])=[O:30])[CH2:25][CH2:24]1.ON1C2C=CC=CC=2N=N1.Cl.C(N=C=NCCCN(C)C)C. The catalyst is C(Cl)Cl. The product is [CH2:1]([O:8][N:9]1[C:15](=[O:16])[N:14]2[CH2:17][C@H:10]1[CH2:11][CH2:12][C@H:13]2[C:18]([NH:21][O:22][CH:23]1[CH2:24][CH2:25][N:26]([C:29]([O:31][C:32]([CH3:35])([CH3:34])[CH3:33])=[O:30])[CH2:27][CH2:28]1)=[O:20])[C:2]1[CH:3]=[CH:4][CH:5]=[CH:6][CH:7]=1. The yield is 0.980. (5) The reactants are [NH2:1][C:2]1[S:3][C:4]([C:8]([O:10][CH2:11][CH3:12])=[O:9])=[C:5]([CH3:7])[N:6]=1.Cl[CH2:14][CH2:15][N:16]=[C:17]=[O:18].C(=O)([O-])[O-].[K+].[K+]. The catalyst is O1CCCC1.[I-].C([N+](CCCC)(CCCC)CCCC)CCC. The product is [CH3:7][C:5]1[N:6]=[C:2]([N:1]2[CH2:14][CH2:15][NH:16][C:17]2=[O:18])[S:3][C:4]=1[C:8]([O:10][CH2:11][CH3:12])=[O:9]. The yield is 0.710.